This data is from Catalyst prediction with 721,799 reactions and 888 catalyst types from USPTO. The task is: Predict which catalyst facilitates the given reaction. Reactant: [F:1][C:2]([F:29])([F:28])[C:3]1[C:4]([C:18]2[CH:19]=[N:20][C:21]([C:24]([F:27])([F:26])[F:25])=[N:22][CH:23]=2)=[CH:5][C:6]([CH2:9][NH:10]C(=O)OC(C)(C)C)=[N:7][CH:8]=1.[ClH:30]. Product: [ClH:30].[F:29][C:2]([F:1])([F:28])[C:3]1[C:4]([C:18]2[CH:23]=[N:22][C:21]([C:24]([F:25])([F:27])[F:26])=[N:20][CH:19]=2)=[CH:5][C:6]([CH2:9][NH2:10])=[N:7][CH:8]=1. The catalyst class is: 12.